This data is from Catalyst prediction with 721,799 reactions and 888 catalyst types from USPTO. The task is: Predict which catalyst facilitates the given reaction. (1) Reactant: [NH2:1][C:2]1[CH:3]=[C:4]([CH:8]=[CH:9][C:10]=1[Cl:11])[C:5]([OH:7])=O.[NH:12]1[C:21]2[C:16](=[CH:17][CH:18]=[CH:19][CH:20]=2)[CH2:15][CH2:14][CH2:13]1.Cl.CN(C)CCCN=C=NCC.CN1C=CN=C1.C(=O)(O)[O-].[Na+]. Product: [Cl:11][C:10]1[CH:9]=[CH:8][C:4]([C:5]([N:12]2[C:21]3[C:16](=[CH:17][CH:18]=[CH:19][CH:20]=3)[CH2:15][CH2:14][CH2:13]2)=[O:7])=[CH:3][C:2]=1[NH2:1]. The catalyst class is: 4. (2) Reactant: [CH:1]1([CH2:6][CH:7]([N:11]2[C:19]3[C:14](=[CH:15][C:16]([O:20][CH3:21])=[CH:17][CH:18]=3)[C:13](=[O:22])[C:12]2=[O:23])[C:8](O)=[O:9])[CH2:5][CH2:4][CH2:3][CH2:2]1.[N:24]1[CH:29]=[CH:28][CH:27]=[CH:26][C:25]=1[NH2:30].C(N(CC)C(C)C)(C)C.F[P-](F)(F)(F)(F)F.N1(O[P+](N(C)C)(N(C)C)N(C)C)C2C=CC=CC=2N=N1. Product: [CH:1]1([CH2:6][CH:7]([N:11]2[C:19]3[C:14](=[CH:15][C:16]([O:20][CH3:21])=[CH:17][CH:18]=3)[C:13](=[O:22])[C:12]2=[O:23])[C:8]([NH:30][C:25]2[CH:26]=[CH:27][CH:28]=[CH:29][N:24]=2)=[O:9])[CH2:2][CH2:3][CH2:4][CH2:5]1. The catalyst class is: 42.